Dataset: Tyrosyl-DNA phosphodiesterase HTS with 341,365 compounds. Task: Binary Classification. Given a drug SMILES string, predict its activity (active/inactive) in a high-throughput screening assay against a specified biological target. (1) The result is 0 (inactive). The molecule is S\1C(=S)N(CCC(=O)N2CCOCC2)C(=O)C1=C\c1ccc(cc1)C. (2) The drug is Clc1c(N2C3C(S\C2=N/C(=O)C2CC2)CS(=O)(=O)C3)ccc(Cl)c1. The result is 0 (inactive). (3) The molecule is O=C(N\N=C\C(C)C)c1[nH]c2c(c1C)cccc2[N+]([O-])=O. The result is 0 (inactive). (4) The compound is Clc1ccc(SCCCCNCCOC)cc1. The result is 0 (inactive). (5) The compound is O1C(CCC1)CN(Cc1occc1)C(=O)c1cc2c(oc1=O)cccc2. The result is 0 (inactive). (6) The compound is s1c2c(nc1NC(=O)c1sccc1)ccc(F)c2. The result is 0 (inactive). (7) The drug is S(c1n(c2c(n(n(c2=O)c2ccccc2)C)C)c(=O)c2c(n1)cccc2)CC(=O)N. The result is 0 (inactive). (8) The compound is OCC1(CCCC)C(=O)N(N(C1=O)c1ccccc1)c1ccccc1. The result is 0 (inactive).